Dataset: Reaction yield outcomes from USPTO patents with 853,638 reactions. Task: Predict the reaction yield, written as a fraction of the theoretical maximum amount of product (1.0 means a 100% yield; for example, 0.34 means a 34% yield). (1) The reactants are [CH:1]([C:4]1[CH:9]=[CH:8][C:7]([C@@H:10]2[C:14]3[C:15]([CH3:21])=[C:16]([NH2:20])[C:17]([CH3:19])=[CH:18][C:13]=3[O:12][CH2:11]2)=[CH:6][CH:5]=1)([CH3:3])[CH3:2].C([O:25][CH2:26][CH3:27])(=O)C.CCC[CH2:31][CH2:32][CH3:33].[CH:34](Cl)(Cl)Cl. No catalyst specified. The product is [CH:1]([C:4]1[CH:5]=[CH:6][C:7]([C@@H:10]2[C:14]3[C:15]([CH3:21])=[C:16]([NH:20][C:26](=[O:25])[CH2:27][C:32]([CH3:31])([CH3:33])[CH3:34])[C:17]([CH3:19])=[CH:18][C:13]=3[O:12][CH2:11]2)=[CH:8][CH:9]=1)([CH3:3])[CH3:2]. The yield is 0.930. (2) The reactants are Br[C:2]1[CH:3]=[C:4]([NH:9][CH2:10][CH2:11][N:12]([CH3:14])[CH3:13])[CH:5]=[C:6]([F:8])[CH:7]=1.B1(B2OC(C)(C)C(C)(C)O2)OC(C)(C)C(C)(C)O1.CC([O-])=O.[K+].[O-]P([O-])([O-])=O.[K+].[K+].[K+].Br[C:47]1[CH:48]=[N:49][CH:50]=[C:51]([N+:54]([O-:56])=[O:55])[C:52]=1[NH2:53]. The catalyst is C1C=CC(P(C2C=CC=CC=2)[C-]2C=CC=C2)=CC=1.C1C=CC(P(C2C=CC=CC=2)[C-]2C=CC=C2)=CC=1.Cl[Pd]Cl.[Fe+2].C1C=CC([P]([Pd]([P](C2C=CC=CC=2)(C2C=CC=CC=2)C2C=CC=CC=2)([P](C2C=CC=CC=2)(C2C=CC=CC=2)C2C=CC=CC=2)[P](C2C=CC=CC=2)(C2C=CC=CC=2)C2C=CC=CC=2)(C2C=CC=CC=2)C2C=CC=CC=2)=CC=1.O.CN(C=O)C. The product is [NH2:53][C:52]1[C:51]([N+:54]([O-:56])=[O:55])=[CH:50][N:49]=[CH:48][C:47]=1[C:2]1[CH:3]=[C:4]([NH:9][CH2:10][CH2:11][N:12]([CH3:14])[CH3:13])[CH:5]=[C:6]([F:8])[CH:7]=1. The yield is 0.540.